Predict the product of the given reaction. From a dataset of Forward reaction prediction with 1.9M reactions from USPTO patents (1976-2016). (1) The product is: [CH3:7][C:8]([CH3:20])([CH3:21])[C:9]#[C:10][C:11]1[S:15][C:14]([C:34]([OH:33])=[O:35])=[C:13]([N:16]([CH:17]([CH3:18])[CH3:19])[C:1]([C@H:2]2[CH2:10][CH2:9][C@H:8]([CH3:7])[CH2:30][C@@H:28]2[CH3:29])=[O:5])[CH:12]=1. Given the reactants [C:1](Cl)(=[O:5])[C:2](Cl)=O.[CH3:7][C:8]([CH3:21])([CH3:20])[C:9]#[C:10][C:11]1[S:15][CH:14]=[C:13]([NH:16][CH:17]([CH3:19])[CH3:18])[CH:12]=1.CCN([CH:28]([CH3:30])[CH3:29])C(C)C.CC[O:33][C:34](C)=[O:35], predict the reaction product. (2) Given the reactants C(OC(CO[N:8]=[C:9]([C:14]1[CH:18]=[CH:17][N:16]([CH3:19])[N:15]=1)[C:10]([O:12][CH3:13])=[O:11])=O)C.[H][H], predict the reaction product. The product is: [NH2:8][CH:9]([C:14]1[CH:18]=[CH:17][N:16]([CH3:19])[N:15]=1)[C:10]([O:12][CH3:13])=[O:11]. (3) Given the reactants [CH3:1][N:2]1[CH2:7][CH2:6][N:5]([C:8](=[O:22])[CH2:9][C:10]2[CH:15]=[CH:14][CH:13]=[C:12]([C:16]#[C:17][Si](C)(C)C)[CH:11]=2)[CH2:4][CH2:3]1, predict the reaction product. The product is: [C:16]([C:12]1[CH:11]=[C:10]([CH2:9][C:8]([N:5]2[CH2:6][CH2:7][N:2]([CH3:1])[CH2:3][CH2:4]2)=[O:22])[CH:15]=[CH:14][CH:13]=1)#[CH:17].